Dataset: Forward reaction prediction with 1.9M reactions from USPTO patents (1976-2016). Task: Predict the product of the given reaction. (1) Given the reactants [N:1]1([C:7]2[C:8]3[CH:25]=[C:24]([N+:26]([O-])=O)[CH:23]=[N:22][C:9]=3[N:10]=[C:11]([O:13][CH2:14][CH2:15][N:16]3[CH2:21][CH2:20][O:19][CH2:18][CH2:17]3)[N:12]=2)[CH2:6][CH2:5][O:4][CH2:3][CH2:2]1, predict the reaction product. The product is: [N:1]1([C:7]2[C:8]3[CH:25]=[C:24]([NH2:26])[CH:23]=[N:22][C:9]=3[N:10]=[C:11]([O:13][CH2:14][CH2:15][N:16]3[CH2:21][CH2:20][O:19][CH2:18][CH2:17]3)[N:12]=2)[CH2:2][CH2:3][O:4][CH2:5][CH2:6]1. (2) Given the reactants C([N:8]1[CH2:14][CH2:13][C:12]2[C:15]([Cl:24])=[C:16]([C:18](=[O:23])[C:19]([CH3:22])([CH3:21])[CH3:20])[S:17][C:11]=2[CH2:10][CH2:9]1)C1C=CC=CC=1.C([O-])([O-])=O.[K+].[K+].ClC(OC(Cl)C)=O, predict the reaction product. The product is: [Cl:24][C:15]1[C:12]2[CH2:13][CH2:14][NH:8][CH2:9][CH2:10][C:11]=2[S:17][C:16]=1[C:18](=[O:23])[C:19]([CH3:21])([CH3:20])[CH3:22]. (3) Given the reactants Br[C:2]1[CH:3]=[CH:4][C:5]2[S:9][CH:8]=[N:7][C:6]=2[CH:10]=1.[CH:11]1(B(O)O)[CH2:13][CH2:12]1.P([O-])([O-])([O-])=O.[K+].[K+].[K+].C1(P(C2CCCCC2)C2CCCCC2)CCCCC1.[H+].[B-](F)(F)(F)F, predict the reaction product. The product is: [CH:11]1([C:2]2[CH:3]=[CH:4][C:5]3[S:9][CH:8]=[N:7][C:6]=3[CH:10]=2)[CH2:13][CH2:12]1. (4) Given the reactants C(O)(=O)C.[CH3:5][NH:6][C:7]1[CH:12]=[CH:11][CH:10]=[CH:9][C:8]=1[N+:13]([O-:15])=[O:14].[Br:16]N1C(=O)CCC1=O, predict the reaction product. The product is: [Br:16][C:10]1[CH:11]=[CH:12][C:7]([NH:6][CH3:5])=[C:8]([N+:13]([O-:15])=[O:14])[CH:9]=1. (5) Given the reactants C(OC(=O)[NH:7][C@H:8]1[CH2:11][C@H:10]([N:12]2[C:16]3=[N:17][CH:18]=[CH:19][CH:20]=[C:15]3[C:14]([CH3:22])([CH3:21])[C:13]2=[O:23])[CH2:9]1)(C)(C)C.[ClH:25].O1CCOCC1, predict the reaction product. The product is: [ClH:25].[NH2:7][C@H:8]1[CH2:11][C@H:10]([N:12]2[C:16]3=[N:17][CH:18]=[CH:19][CH:20]=[C:15]3[C:14]([CH3:21])([CH3:22])[C:13]2=[O:23])[CH2:9]1. (6) Given the reactants [NH2:1][C@H:2]1[C@H:8]([C:9]2[CH:14]=[CH:13][C:12]([Cl:15])=[C:11]([Cl:16])[CH:10]=2)[O:7][CH2:6][CH2:5][N:4](C(OC(C)(C)C)=O)[CH2:3]1.C(N(CC)CC)C.[N:31]([CH2:34][C:35](OCC)=[O:36])=[C:32]=[O:33], predict the reaction product. The product is: [ClH:15].[Cl:16][C:11]1[CH:10]=[C:9]([C@@H:8]2[O:7][CH2:6][CH2:5][NH:4][CH2:3][C@H:2]2[N:1]2[C:35](=[O:36])[CH2:34][NH:31][C:32]2=[O:33])[CH:14]=[CH:13][C:12]=1[Cl:15]. (7) The product is: [CH3:1][C:2]1([CH3:29])[CH2:7][CH:6]([CH2:8][O:9][C:10]2[CH:19]=[C:14]([CH2:15][OH:16])[CH:13]=[N:12][C:11]=2[C:20]2[CH:25]=[C:24]([O:26][CH3:27])[CH:23]=[CH:22][C:21]=2[F:28])[CH2:5][CH2:4][O:3]1. Given the reactants [CH3:1][C:2]1([CH3:29])[CH2:7][CH:6]([CH2:8][O:9][C:10]2[C:11]([C:20]3[CH:25]=[C:24]([O:26][CH3:27])[CH:23]=[CH:22][C:21]=3[F:28])=[N:12][CH:13]=[C:14]([CH:19]=2)[C:15](OC)=[O:16])[CH2:5][CH2:4][O:3]1.[BH4-].[Na+], predict the reaction product. (8) Given the reactants [CH3:1][O:2][C:3]1[CH:11]=[C:6]2[CH:7]=[CH:8][CH:9]=[CH:10][N:5]2[N:4]=1.[C:12](Cl)(=[O:16])[CH:13]([CH3:15])[CH3:14].[Al+3].[Cl-].[Cl-].[Cl-], predict the reaction product. The product is: [CH3:1][O:2][C:3]1[C:11]([C:12](=[O:16])[CH:13]([CH3:15])[CH3:14])=[C:6]2[CH:7]=[CH:8][CH:9]=[CH:10][N:5]2[N:4]=1. (9) Given the reactants [Br:1][C:2]1[CH:3]=[N:4][C:5](Cl)=[N:6][CH:7]=1.[F:9][C:10]([F:17])([F:16])[C@@H:11]1[CH2:15][CH2:14][CH2:13][NH:12]1.C(=O)([O-])[O-].[K+].[K+].C(O)(CC)(C)C, predict the reaction product. The product is: [Br:1][C:2]1[CH:3]=[N:4][C:5]([N:12]2[CH2:13][CH2:14][CH2:15][C@H:11]2[C:10]([F:17])([F:16])[F:9])=[N:6][CH:7]=1.